From a dataset of Merck oncology drug combination screen with 23,052 pairs across 39 cell lines. Regression. Given two drug SMILES strings and cell line genomic features, predict the synergy score measuring deviation from expected non-interaction effect. (1) Drug 1: O=c1[nH]cc(F)c(=O)[nH]1. Drug 2: O=C(O)C1(Cc2cccc(Nc3nccs3)n2)CCC(Oc2cccc(Cl)c2F)CC1. Cell line: UWB1289. Synergy scores: synergy=6.58. (2) Drug 1: CC1(c2nc3c(C(N)=O)cccc3[nH]2)CCCN1. Drug 2: COC1CC2CCC(C)C(O)(O2)C(=O)C(=O)N2CCCCC2C(=O)OC(C(C)CC2CCC(OP(C)(C)=O)C(OC)C2)CC(=O)C(C)C=C(C)C(O)C(OC)C(=O)C(C)CC(C)C=CC=CC=C1C. Cell line: CAOV3. Synergy scores: synergy=21.3. (3) Drug 1: O=C(NOCC(O)CO)c1ccc(F)c(F)c1Nc1ccc(I)cc1F. Drug 2: CCc1cnn2c(NCc3ccc[n+]([O-])c3)cc(N3CCCCC3CCO)nc12. Cell line: HCT116. Synergy scores: synergy=-8.75. (4) Drug 1: C=CCn1c(=O)c2cnc(Nc3ccc(N4CCN(C)CC4)cc3)nc2n1-c1cccc(C(C)(C)O)n1. Drug 2: CS(=O)(=O)CCNCc1ccc(-c2ccc3ncnc(Nc4ccc(OCc5cccc(F)c5)c(Cl)c4)c3c2)o1. Cell line: COLO320DM. Synergy scores: synergy=2.76. (5) Drug 1: CCc1cnn2c(NCc3ccc[n+]([O-])c3)cc(N3CCCCC3CCO)nc12. Drug 2: Cn1cc(-c2cnn3c(N)c(Br)c(C4CCCNC4)nc23)cn1. Cell line: CAOV3. Synergy scores: synergy=-23.1. (6) Drug 1: CN(C)C(=N)N=C(N)N. Drug 2: CC1(c2nc3c(C(N)=O)cccc3[nH]2)CCCN1. Cell line: A427. Synergy scores: synergy=-11.7. (7) Drug 1: Cn1nnc2c(C(N)=O)ncn2c1=O. Drug 2: O=C(NOCC(O)CO)c1ccc(F)c(F)c1Nc1ccc(I)cc1F. Cell line: KPL1. Synergy scores: synergy=-17.7. (8) Drug 1: NC(=O)c1cccc2cn(-c3ccc(C4CCCNC4)cc3)nc12. Drug 2: CC1(c2nc3c(C(N)=O)cccc3[nH]2)CCCN1. Cell line: COLO320DM. Synergy scores: synergy=2.78.